From a dataset of Forward reaction prediction with 1.9M reactions from USPTO patents (1976-2016). Predict the product of the given reaction. Given the reactants [CH3:1][C:2]1([CH3:20])[C:10]2[C:5](=[CH:6][CH:7]=[C:8](OS(C(F)(F)F)(=O)=O)[CH:9]=2)[C:4](=[O:19])[CH2:3]1.[C:21]([C:24]1[CH:25]=[C:26](B(O)O)[CH:27]=[CH:28][CH:29]=1)(=[O:23])[CH3:22], predict the reaction product. The product is: [C:21]([C:24]1[CH:29]=[C:28]([C:8]2[CH:9]=[C:10]3[C:5](=[CH:6][CH:7]=2)[C:4](=[O:19])[CH2:3][C:2]3([CH3:20])[CH3:1])[CH:27]=[CH:26][CH:25]=1)(=[O:23])[CH3:22].